This data is from Forward reaction prediction with 1.9M reactions from USPTO patents (1976-2016). The task is: Predict the product of the given reaction. (1) Given the reactants [NH2:1][C:2]1[C:10]([Br:11])=[C:9]2[C:5]([CH2:6][CH2:7][C:8]2=[O:12])=[CH:4][CH:3]=1.[BH4-].[Na+].O, predict the reaction product. The product is: [NH2:1][C:2]1[C:10]([Br:11])=[C:9]2[C:5]([CH2:6][CH2:7][CH:8]2[OH:12])=[CH:4][CH:3]=1. (2) Given the reactants [CH3:1][O:2][C:3]1[C:8]2[N:9]=[CH:10][S:11][C:7]=2[C:6]([CH3:12])=[CH:5][CH:4]=1.C(O[C:18](=O)[NH:19][C@H:20]1[CH2:25][CH2:24][C@H:23]([C:26](=[O:31])N(OC)C)[CH2:22][CH2:21]1)(C)(C)C.[O:33]1[C:38]2[CH:39]=[CH:40][C:41](C=O)=[CH:42][C:37]=2[O:36][CH2:35][CH2:34]1, predict the reaction product. The product is: [O:33]1[C:38]2[CH:39]=[CH:40][C:41]([CH2:18][NH:19][C@H:20]3[CH2:21][CH2:22][C@H:23]([C:26]([C:10]4[S:11][C:7]5[C:6]([CH3:12])=[CH:5][CH:4]=[C:3]([O:2][CH3:1])[C:8]=5[N:9]=4)=[O:31])[CH2:24][CH2:25]3)=[CH:42][C:37]=2[O:36][CH2:35][CH2:34]1. (3) Given the reactants F[C:2]1[CH:3]=[C:4]([CH3:11])[CH:5]=[CH:6][C:7]=1[N+:8]([O-:10])=[O:9].Cl.[CH2:13]([O:15][C:16](=[O:23])[CH2:17][CH:18]([NH2:22])[CH2:19][CH2:20][CH3:21])[CH3:14].CCN(C(C)C)C(C)C, predict the reaction product. The product is: [CH2:13]([O:15][C:16](=[O:23])[CH2:17][CH:18]([NH:22][C:2]1[CH:3]=[C:4]([CH3:11])[CH:5]=[CH:6][C:7]=1[N+:8]([O-:10])=[O:9])[CH2:19][CH2:20][CH3:21])[CH3:14]. (4) The product is: [Br:1][C:2]1[CH:3]=[CH:4][C:5]([C:8]2[CH:16]=[CH:15][CH:14]=[CH:13][C:9]=2[C:10]#[N:12])=[CH:6][CH:7]=1. Given the reactants [Br:1][C:2]1[CH:7]=[CH:6][C:5]([C:8]2[CH:16]=[CH:15][CH:14]=[CH:13][C:9]=2[C:10]([NH2:12])=O)=[CH:4][CH:3]=1.C(#N)C.C(N(CC)CC)C.FC(F)(F)C(OC(=O)C(F)(F)F)=O, predict the reaction product. (5) Given the reactants Cl[C:2]1[CH:7]=[CH:6][C:5]([C:8]2([C:14]3[CH:21]=[CH:20][C:17]([C:18]#[N:19])=[CH:16][CH:15]=3)[CH2:13][CH2:12][NH:11][CH2:10][CH2:9]2)=[CH:4][CH:3]=1.CC1(C)C(C)(C)OB([C:30]2[CH:31]=[N:32][NH:33][CH:34]=2)O1, predict the reaction product. The product is: [NH:32]1[CH:31]=[C:30]([C:2]2[CH:7]=[CH:6][C:5]([C:8]3([C:14]4[CH:21]=[CH:20][C:17]([C:18]#[N:19])=[CH:16][CH:15]=4)[CH2:13][CH2:12][NH:11][CH2:10][CH2:9]3)=[CH:4][CH:3]=2)[CH:34]=[N:33]1. (6) Given the reactants [Cl:1][C:2]1[CH:7]=[CH:6][C:5]([O:8][C:9]2[CH:14]=[CH:13][C:12]([CH2:15][CH2:16]Br)=[CH:11][CH:10]=2)=[CH:4][C:3]=1[C:18]([F:21])([F:20])[F:19].[OH:22][C:23]1[CH:28]=[C:27]([OH:29])[CH:26]=[CH:25][N:24]=1.C(=O)([O-])[O-].[Cs+].[Cs+], predict the reaction product. The product is: [Cl:1][C:2]1[CH:7]=[CH:6][C:5]([O:8][C:9]2[CH:14]=[CH:13][C:12]([CH2:15][CH2:16][O:29][C:27]3[CH:26]=[CH:25][NH:24][C:23](=[O:22])[CH:28]=3)=[CH:11][CH:10]=2)=[CH:4][C:3]=1[C:18]([F:21])([F:20])[F:19]. (7) Given the reactants [OH:1][C:2]1[CH:10]=[C:9]([NH:11][S:12]([C:15]2[C:19]([Cl:20])=[C:18]([Cl:21])[S:17][C:16]=2[Cl:22])(=[O:14])=[O:13])[CH:8]=[CH:7][C:3]=1[C:4]([OH:6])=[O:5].[CH2:23]([N:30]1[CH2:34][CH2:33][CH:32](O)[CH2:31]1)[C:24]1[CH:29]=[CH:28][CH:27]=[CH:26][CH:25]=1, predict the reaction product. The product is: [OH:1][C:2]1[CH:10]=[C:9]([NH:11][S:12]([C:15]2[C:19]([Cl:20])=[C:18]([Cl:21])[S:17][C:16]=2[Cl:22])(=[O:14])=[O:13])[CH:8]=[CH:7][C:3]=1[C:4]([O:6][CH:32]1[CH2:33][CH2:34][N:30]([CH2:23][C:24]2[CH:29]=[CH:28][CH:27]=[CH:26][CH:25]=2)[CH2:31]1)=[O:5]. (8) Given the reactants [C:1]([O:5][C:6]([NH:8][C@H:9]1[CH2:13][CH2:12][CH2:11][C@H:10]1[NH:14][C:15]1[CH:24]=[C:23]([C:25]#[N:26])[C:18]([C:19](OC)=[O:20])=[C:17]([NH:27][C:28]2[CH:33]=[CH:32][CH:31]=[C:30]([S:34]([CH3:37])(=[O:36])=[O:35])[CH:29]=2)[N:16]=1)=[O:7])([CH3:4])([CH3:3])[CH3:2], predict the reaction product. The product is: [CH3:37][S:34]([C:30]1[CH:29]=[C:28]([NH:27][C:17]2[C:18]3[C:19](=[O:20])[NH:26][CH2:25][C:23]=3[CH:24]=[C:15]([NH:14][C@@H:10]3[CH2:11][CH2:12][CH2:13][C@@H:9]3[NH:8][C:6](=[O:7])[O:5][C:1]([CH3:2])([CH3:3])[CH3:4])[N:16]=2)[CH:33]=[CH:32][CH:31]=1)(=[O:35])=[O:36]. (9) The product is: [OH:8][C@H:9]([CH3:39])[C@@H:10]([NH:26][C:27]1[CH:34]=[CH:33][C:30]([C:31]#[N:32])=[C:29]([C:35]([F:36])([F:37])[F:38])[CH:28]=1)[C:11]1[O:12][C:13]([C:16]2[CH:17]=[CH:18][C:19]([S:22]([CH3:25])(=[O:24])=[O:23])=[CH:20][CH:21]=2)=[N:14][N:15]=1. Given the reactants [Si]([O:8][C@H:9]([CH3:39])[C@@H:10]([NH:26][C:27]1[CH:34]=[CH:33][C:30]([C:31]#[N:32])=[C:29]([C:35]([F:38])([F:37])[F:36])[CH:28]=1)[C:11]1[O:12][C:13]([C:16]2[CH:21]=[CH:20][C:19]([S:22]([CH3:25])(=[O:24])=[O:23])=[CH:18][CH:17]=2)=[N:14][N:15]=1)(C(C)(C)C)(C)C.CCCC[N+](CCCC)(CCCC)CCCC.[F-], predict the reaction product.